Dataset: Forward reaction prediction with 1.9M reactions from USPTO patents (1976-2016). Task: Predict the product of the given reaction. (1) The product is: [F:24][C:22]1[CH:23]=[C:18]([C:9]([NH:8][C:6](=[O:7])[O:5][C:1]([CH3:4])([CH3:3])[CH3:2])([CH3:17])[CH:10]=[O:11])[CH:19]=[C:20]([F:25])[CH:21]=1. Given the reactants [C:1]([O:5][C:6]([NH:8][C:9]([C:18]1[CH:23]=[C:22]([F:24])[CH:21]=[C:20]([F:25])[CH:19]=1)([CH3:17])[C:10](OC(C)(C)C)=[O:11])=[O:7])([CH3:4])([CH3:3])[CH3:2].[H-].[H-].[H-].[H-].[Li+].[Al+3], predict the reaction product. (2) Given the reactants [NH2:1][C:2]1[N:7]=[CH:6][C:5]([C:8]([NH:10][OH:11])=[NH:9])=[CH:4][N:3]=1.[F:12][C:13]([F:34])([F:33])[C:14]1[CH:19]=[CH:18][C:17]([C:20]2[CH:25]=[C:24]([C:26]([F:29])([F:28])[F:27])[N:23]=[C:22]([C:30](O)=O)[N:21]=2)=[CH:16][CH:15]=1, predict the reaction product. The product is: [F:29][C:26]([F:27])([F:28])[C:24]1[CH:25]=[C:20]([C:17]2[CH:18]=[CH:19][C:14]([C:13]([F:34])([F:33])[F:12])=[CH:15][CH:16]=2)[N:21]=[C:22]([C:30]2[O:11][N:10]=[C:8]([C:5]3[CH:6]=[N:7][C:2]([NH2:1])=[N:3][CH:4]=3)[N:9]=2)[N:23]=1.